Dataset: Catalyst prediction with 721,799 reactions and 888 catalyst types from USPTO. Task: Predict which catalyst facilitates the given reaction. (1) Reactant: [CH3:1][O:2][C:3]1[CH:4]=[C:5]2[C:10](=[CH:11][C:12]=1[O:13][CH3:14])[N:9]=[CH:8][CH:7]=[C:6]2[OH:15].C(Cl)Cl.N1C(C)=CC=CC=1C.[F:27][C:28]([F:34])([F:33])[S:29](Cl)(=[O:31])=[O:30]. Product: [CH3:1][O:2][C:3]1[CH:4]=[C:5]2[C:10](=[CH:11][C:12]=1[O:13][CH3:14])[N:9]=[CH:8][CH:7]=[C:6]2[O:15][S:29]([C:28]([F:34])([F:33])[F:27])(=[O:31])=[O:30]. The catalyst class is: 777. (2) Reactant: [C:1]([C:3]1[CH:8]=[C:7]([C:9]2[C:10]([C:20]3[C:21]([F:41])=[C:22]([N:26](COC)[S:27]([C:30]4[CH:35]=[C:34]([F:36])[CH:33]=[CH:32][C:31]=4[F:37])(=[O:29])=[O:28])[CH:23]=[CH:24][CH:25]=3)=[N:11][N:12]([CH:14]3[CH2:19][CH2:18][O:17][CH2:16][CH2:15]3)[CH:13]=2)[CH:6]=[CH:5][N:4]=1)#N.Cl.FC(F)(F)[C:45](O)=[O:46].[OH2:50]. Product: [F:37][C:31]1[CH:32]=[CH:33][C:34]([F:36])=[CH:35][C:30]=1[S:27]([NH:26][C:22]1[C:21]([F:41])=[C:20]([C:10]2[C:9]([C:7]3[CH:6]=[CH:5][N:4]=[C:3]([C:1]([O:46][CH3:45])=[O:50])[CH:8]=3)=[CH:13][N:12]([CH:14]3[CH2:19][CH2:18][O:17][CH2:16][CH2:15]3)[N:11]=2)[CH:25]=[CH:24][CH:23]=1)(=[O:29])=[O:28]. The catalyst class is: 71. (3) Reactant: FCC[O:4][C:5](=O)[C:6]1[CH:11]=[CH:10][C:9]([Cl:12])=[C:8]([O:13][CH2:14][CH2:15][F:16])[CH:7]=1.[H-].C([Al+]CC(C)C)C(C)C. Product: [Cl:12][C:9]1[CH:10]=[CH:11][C:6]([CH2:5][OH:4])=[CH:7][C:8]=1[O:13][CH2:14][CH2:15][F:16]. The catalyst class is: 1. (4) Reactant: [CH:1]1([CH2:4][N:5]2[CH2:10][CH2:9][N:8]([C:11]([NH:13][C@H:14]([C@H:20]([C:22]3[C:30]4[C:25](=[CH:26][CH:27]=[CH:28][CH:29]=4)[NH:24][CH:23]=3)[CH3:21])[C:15]([O:17]CC)=[O:16])=[O:12])[CH2:7][CH2:6]2)[CH2:3][CH2:2]1.[OH-].[Na+].Cl.[Cl-].[Na+]. Product: [CH:1]1([CH2:4][N:5]2[CH2:10][CH2:9][N:8]([C:11]([NH:13][C@H:14]([C@H:20]([C:22]3[C:30]4[C:25](=[CH:26][CH:27]=[CH:28][CH:29]=4)[NH:24][CH:23]=3)[CH3:21])[C:15]([OH:17])=[O:16])=[O:12])[CH2:7][CH2:6]2)[CH2:3][CH2:2]1. The catalyst class is: 97. (5) Reactant: [C:1]([C:4]1[CH:9]=[CH:8][CH:7]=[CH:6][CH:5]=1)(=O)[CH3:2].Cl.[NH2:11][OH:12].[OH-].[Na+]. Product: [C:1](=[N:11][OH:12])([C:4]1[CH:9]=[CH:8][CH:7]=[CH:6][CH:5]=1)[CH3:2]. The catalyst class is: 5. (6) The catalyst class is: 256. Product: [OH:8][C:9]1[N:14]=[C:13]([O:15][C@H:16]2[CH2:20][N:19]([C:21]([O:23][C:24]([CH3:25])([CH3:26])[CH3:27])=[O:22])[C@H:18]([C:28]([O:30][CH3:31])=[O:29])[CH2:17]2)[CH:12]=[CH:11][CH:10]=1. Reactant: C([O:8][C:9]1[N:14]=[C:13]([O:15][C@H:16]2[CH2:20][N:19]([C:21]([O:23][C:24]([CH3:27])([CH3:26])[CH3:25])=[O:22])[C@H:18]([C:28]([O:30][CH3:31])=[O:29])[CH2:17]2)[CH:12]=[CH:11][CH:10]=1)C1C=CC=CC=1. (7) Reactant: [CH3:1][C:2]1[N:7]([C:8]2[CH:13]=[CH:12][CH:11]=[C:10]([C:14]([F:17])([F:16])[F:15])[CH:9]=2)[C:6](=[O:18])[C:5]([C:19]([OH:21])=[O:20])=[CH:4][CH:3]=1.[I-:22].[Na+].[N+]([O-])(O)=O. Product: [I:22][C:3]1[CH:4]=[C:5]([C:19]([OH:21])=[O:20])[C:6](=[O:18])[N:7]([C:8]2[CH:13]=[CH:12][CH:11]=[C:10]([C:14]([F:16])([F:17])[F:15])[CH:9]=2)[C:2]=1[CH3:1]. The catalyst class is: 15.